The task is: Predict the reactants needed to synthesize the given product.. This data is from Full USPTO retrosynthesis dataset with 1.9M reactions from patents (1976-2016). Given the product [NH2:37][CH2:36][C:35]([C:32]1[CH:31]=[CH:30][C:29]([C:26]2[CH:27]=[CH:28][C:23]([C:20]3[NH:19][C:18]([C@@H:16]4[CH2:17][N:11]5[C:12]6[CH:13]([C@@H:5]([NH:4][C:3](=[O:47])[O:2][CH3:1])[CH2:6][CH2:7][C:8]=6[CH:9]=[CH:10]5)[C:14](=[O:46])[CH2:15]4)=[N:22][CH:21]=3)=[CH:24][CH:25]=2)=[CH:34][CH:33]=1)=[O:45], predict the reactants needed to synthesize it. The reactants are: [CH3:1][O:2][C:3](=[O:47])[NH:4][C@@H:5]1[CH:13]2[C:14](=[O:46])[CH2:15][C@H:16]([C:18]3[NH:19][C:20]([C:23]4[CH:28]=[CH:27][C:26]([C:29]5[CH:34]=[CH:33][C:32]([C:35](=[O:45])[CH2:36][NH:37]C(OC(C)(C)C)=O)=[CH:31][CH:30]=5)=[CH:25][CH:24]=4)=[CH:21][N:22]=3)[CH2:17][N:11]3[C:12]2=[C:8]([CH:9]=[CH:10]3)[CH2:7][CH2:6]1.C(O)(C(F)(F)F)=O.